From a dataset of Full USPTO retrosynthesis dataset with 1.9M reactions from patents (1976-2016). Predict the reactants needed to synthesize the given product. (1) The reactants are: [Cl:1][C:2]1[N:3]=[C:4]([N:12]2[CH2:16][CH2:15][C@H:14]([N:17]([CH2:25][CH2:26][CH2:27][CH2:28][CH3:29])C(=O)OC(C)(C)C)[CH2:13]2)[C:5]2[N:11]=[CH:10][CH:9]=[CH:8][C:6]=2[N:7]=1.[NH2:30][C:31]1[CH:32]=[C:33]([CH:36]=[C:37]([NH2:39])[CH:38]=1)[C:34]#[N:35]. Given the product [ClH:1].[ClH:1].[NH2:30][C:31]1[CH:32]=[C:33]([CH:36]=[C:37]([NH:39][C:2]2[N:3]=[C:4]([N:12]3[CH2:16][CH2:15][C@H:14]([NH:17][CH2:25][CH2:26][CH2:27][CH2:28][CH3:29])[CH2:13]3)[C:5]3[N:11]=[CH:10][CH:9]=[CH:8][C:6]=3[N:7]=2)[CH:38]=1)[C:34]#[N:35], predict the reactants needed to synthesize it. (2) Given the product [C:24]([NH:23][C:20]1[N:21]=[CH:22][C:17]([NH:16][C:12]2[N:11]=[C:10]([C:5]3[CH:6]=[CH:7][C:8]([N:27]4[CH2:32][CH2:31][CH:30]([C:33]([NH2:35])=[O:34])[CH2:29][CH2:28]4)=[C:3]([C:1]#[N:2])[CH:4]=3)[CH:15]=[CH:14][N:13]=2)=[CH:18][CH:19]=1)(=[O:26])[CH3:25], predict the reactants needed to synthesize it. The reactants are: [C:1]([C:3]1[CH:4]=[C:5]([C:10]2[CH:15]=[CH:14][N:13]=[C:12]([NH:16][C:17]3[CH:18]=[CH:19][C:20]([NH:23][C:24](=[O:26])[CH3:25])=[N:21][CH:22]=3)[N:11]=2)[CH:6]=[CH:7][C:8]=1F)#[N:2].[NH:27]1[CH2:32][CH2:31][CH:30]([C:33]([NH2:35])=[O:34])[CH2:29][CH2:28]1. (3) The reactants are: [N+:1]([C:4]1[CH:12]=[CH:11][C:7]([C:8]([OH:10])=[O:9])=[CH:6][CH:5]=1)([O-:3])=[O:2].OS(O)(=O)=O.[CH3:18]O. Given the product [CH3:18][O:9][C:8](=[O:10])[C:7]1[CH:6]=[CH:5][C:4]([N+:1]([O-:3])=[O:2])=[CH:12][CH:11]=1, predict the reactants needed to synthesize it. (4) Given the product [F:14][C:10]1[C:11]([O:16][CH3:15])=[CH:12][C:5]([O:2][CH3:1])=[C:6]([CH:9]=1)[C:7]#[N:8], predict the reactants needed to synthesize it. The reactants are: [CH3:1][O-:2].[Na+].F[C:5]1[CH:12]=[C:11](F)[C:10]([F:14])=[CH:9][C:6]=1[C:7]#[N:8].[CH3:15][OH:16]. (5) Given the product [CH2:1]([C:5]1([CH2:35][CH2:36][CH2:37][CH3:38])[NH:11][CH:10]([C:12]2[CH:13]=[CH:14][CH:15]=[CH:16][CH:17]=2)[C:9]2[CH:18]=[C:19]([O:31][CH3:32])[C:20]([CH2:22][P:23](=[O:24])([OH:27])[OH:30])=[CH:21][C:8]=2[S:7](=[O:34])(=[O:33])[CH2:6]1)[CH2:2][CH2:3][CH3:4], predict the reactants needed to synthesize it. The reactants are: [CH2:1]([C:5]1([CH2:35][CH2:36][CH2:37][CH3:38])[NH:11][CH:10]([C:12]2[CH:17]=[CH:16][CH:15]=[CH:14][CH:13]=2)[C:9]2[CH:18]=[C:19]([O:31][CH3:32])[C:20]([CH2:22][P:23](=[O:30])([O:27]CC)[O:24]CC)=[CH:21][C:8]=2[S:7](=[O:34])(=[O:33])[CH2:6]1)[CH2:2][CH2:3][CH3:4].C[Si](Br)(C)C.